Dataset: Forward reaction prediction with 1.9M reactions from USPTO patents (1976-2016). Task: Predict the product of the given reaction. Given the reactants O=[CH:2][C@@H:3]([C@H:5]([C@@H:7]([CH2:9][OH:10])[OH:8])[OH:6])[OH:4].N[CH2:12][CH2:13][O:14][C:15]1[CH:20]=[CH:19][C:18]([CH2:21][CH2:22][CH2:23][CH2:24][NH:25][C:26]([NH:28][C:29]([C:31]2[C:36]([NH2:37])=[N:35][C:34]([NH2:38])=[C:33]([Cl:39])[N:32]=2)=[O:30])=[NH:27])=[CH:17][CH:16]=1.[C:40]([BH3-])#[N:41].[Na+], predict the reaction product. The product is: [ClH:39].[ClH:39].[OH:4][C@@H:3]([C@H:5]([OH:6])[C@H:7]([OH:8])[CH2:9][OH:10])[CH2:2][N:41]([CH2:40][C@@H:9]([OH:10])[C@H:7]([OH:8])[C@H:5]([OH:6])[CH2:3][OH:4])[CH2:12][CH2:13][O:14][C:15]1[CH:20]=[CH:19][C:18]([CH2:21][CH2:22][CH2:23][CH2:24][NH:25][C:26]([NH:28][C:29]([C:31]2[C:36]([NH2:37])=[N:35][C:34]([NH2:38])=[C:33]([Cl:39])[N:32]=2)=[O:30])=[NH:27])=[CH:17][CH:16]=1.